This data is from Full USPTO retrosynthesis dataset with 1.9M reactions from patents (1976-2016). The task is: Predict the reactants needed to synthesize the given product. (1) The reactants are: [C:1]([C:4]1[C:9]2[NH:10][C:11]3[CH:12]=[C:13]([C:17]([O:19]C(C)C)=[O:18])[CH:14]=[CH:15][C:16]=3[C:8]=2[N:7]=[C:6]([C:23]2[CH:28]=[CH:27][CH:26]=[CH:25][CH:24]=2)[CH:5]=1)(=[O:3])[NH2:2].CO.[OH-].[Na+]. Given the product [C:1]([C:4]1[C:9]2[NH:10][C:11]3[CH:12]=[C:13]([C:17]([OH:19])=[O:18])[CH:14]=[CH:15][C:16]=3[C:8]=2[N:7]=[C:6]([C:23]2[CH:28]=[CH:27][CH:26]=[CH:25][CH:24]=2)[CH:5]=1)(=[O:3])[NH2:2], predict the reactants needed to synthesize it. (2) The reactants are: [CH3:13][C:12]([O:11][C:9](O[C:9]([O:11][C:12]([CH3:15])([CH3:14])[CH3:13])=[O:10])=[O:10])([CH3:15])[CH3:14].Cl.[NH2:17][CH2:18][C:19]([CH3:29])([C:23]1[CH:28]=[CH:27][CH:26]=[CH:25][CH:24]=1)[C:20]([OH:22])=[O:21]. Given the product [C:12]([O:11][C:9]([NH:17][CH2:18][C:19]([CH3:29])([C:23]1[CH:28]=[CH:27][CH:26]=[CH:25][CH:24]=1)[C:20]([OH:22])=[O:21])=[O:10])([CH3:13])([CH3:14])[CH3:15], predict the reactants needed to synthesize it. (3) Given the product [CH:3]1[C:4]2[C:13](=[CH:12][C:11]3[C:6]([CH:5]=2)=[CH:7][CH:8]=[CH:9][CH:10]=3)[CH:14]=[CH:15][C:2]=1[NH:1][CH:21]1[CH2:20][CH2:19][C:18]([C:25]2[CH:26]=[CH:27][CH:28]=[CH:29][CH:30]=2)([N:17]([CH3:31])[CH3:16])[CH2:23][CH2:22]1.[ClH:50].[CH:3]1[C:4]2[C:13](=[CH:12][C:11]3[C:6]([CH:5]=2)=[CH:7][CH:8]=[CH:9][CH:10]=3)[CH:14]=[CH:15][C:2]=1[NH:1][CH:21]1[CH2:20][CH2:19][C:18]([C:25]2[CH:26]=[CH:27][CH:28]=[CH:29][CH:30]=2)([N:17]([CH3:31])[CH3:16])[CH2:23][CH2:22]1, predict the reactants needed to synthesize it. The reactants are: [NH2:1][C:2]1[CH:15]=[CH:14][C:13]2[C:4](=[CH:5][C:6]3[C:11]([CH:12]=2)=[CH:10][CH:9]=[CH:8][CH:7]=3)[CH:3]=1.[CH3:16][N:17]([CH3:31])[C:18]1([C:25]2[CH:30]=[CH:29][CH:28]=[CH:27][CH:26]=2)[CH2:23][CH2:22][C:21](=O)[CH2:20][CH2:19]1.C(O)(=O)C.C(O[BH-](OC(=O)C)OC(=O)C)(=O)C.[Na+].[Cl:50]CCCl. (4) Given the product [CH2:1]([O:3][C:4]([CH:6]1[C:15]([CH2:16][NH:30][C@H:22]([C:21]([O:20][CH3:19])=[O:31])[CH2:23][CH:24]2[CH2:29][CH2:28][CH2:27][CH2:26][CH2:25]2)=[CH:14][C:13]2[C:8](=[CH:9][CH:10]=[CH:11][C:12]=2[Cl:18])[O:7]1)=[O:5])[CH3:2], predict the reactants needed to synthesize it. The reactants are: [CH2:1]([O:3][C:4]([CH:6]1[C:15]([CH:16]=O)=[CH:14][C:13]2[C:8](=[CH:9][CH:10]=[CH:11][C:12]=2[Cl:18])[O:7]1)=[O:5])[CH3:2].[CH3:19][O:20][C:21](=[O:31])[C@@H:22]([NH2:30])[CH2:23][CH:24]1[CH2:29][CH2:28][CH2:27][CH2:26][CH2:25]1.CCN(C(C)C)C(C)C.C([BH3-])#N.[Na+].C(O)(=O)C. (5) Given the product [CH2:69]([O:76][N:77]([C@H:53]1[CH2:52][N:51]([C:62]([O:64][C:65]([CH3:68])([CH3:67])[CH3:66])=[O:63])[C@H:50]([CH2:49][O:48][Si:41]([C:44]([CH3:47])([CH3:45])[CH3:46])([CH3:43])[CH3:42])[CH:55]=[C:54]1[CH2:56][CH2:57][N+:58]([O-:60])=[O:59])[S:78]([C:81]1[CH:86]=[CH:85][CH:84]=[CH:83][C:82]=1[N+:87]([O-:89])=[O:88])(=[O:80])=[O:79])[C:70]1[CH:75]=[CH:74][CH:73]=[CH:72][CH:71]=1, predict the reactants needed to synthesize it. The reactants are: C(ON([C@H]1CN(C(OC(C)(C)C)=O)[C@H](CO[Si](C(C)(C)C)(C)C)C(C)=C1)S(C1C=CC=CC=1[N+]([O-])=O)(=O)=O)C=C.[Si:41]([O:48][CH2:49][C@@H:50]1[CH:55]=[C:54]([CH2:56][CH2:57][N+:58]([O-:60])=[O:59])[C@H:53](O)[CH2:52][N:51]1[C:62]([O:64][C:65]([CH3:68])([CH3:67])[CH3:66])=[O:63])([C:44]([CH3:47])([CH3:46])[CH3:45])([CH3:43])[CH3:42].[CH2:69]([O:76][NH:77][S:78]([C:81]1[CH:86]=[CH:85][CH:84]=[CH:83][C:82]=1[N+:87]([O-:89])=[O:88])(=[O:80])=[O:79])[C:70]1[CH:75]=[CH:74][CH:73]=[CH:72][CH:71]=1. (6) Given the product [C:1]([NH:8][CH2:9][C@@H:10]1[O:14][C:13](=[O:15])[N:12]([C:16]2[CH:21]=[CH:20][C:19]([NH2:22])=[C:18]([F:30])[CH:17]=2)[CH2:11]1)(=[O:3])[CH3:2], predict the reactants needed to synthesize it. The reactants are: [C:1](OC(=O)C)(=[O:3])[CH3:2].[NH2:8][CH2:9][C@@H:10]1[O:14][C:13](=[O:15])[N:12]([C:16]2[CH:21]=[CH:20][C:19]([NH:22]C(OC(C)(C)C)=O)=[C:18]([F:30])[CH:17]=2)[CH2:11]1.N1C=CC=CC=1. (7) The reactants are: [F:1][C:2]1[CH:3]=[C:4]2[C:9](=[C:10]([F:12])[CH:11]=1)[CH2:8][CH:7]([NH:13][CH:14]([CH2:18][CH2:19][CH3:20])[C:15]([OH:17])=O)[CH2:6][CH2:5]2.[CH3:21][C:22]([N:32]1[CH:36]=[C:35]([NH2:37])[N:34]=[CH:33]1)([CH3:31])[CH2:23][N:24]1[CH2:29][CH2:28][N:27]([CH3:30])[CH2:26][CH2:25]1. Given the product [CH3:31][C:22]([N:32]1[CH:36]=[C:35]([NH:37][C:15](=[O:17])[CH:14]([NH:13][CH:7]2[CH2:6][CH2:5][C:4]3[C:9](=[C:10]([F:12])[CH:11]=[C:2]([F:1])[CH:3]=3)[CH2:8]2)[CH2:18][CH2:19][CH3:20])[N:34]=[CH:33]1)([CH3:21])[CH2:23][N:24]1[CH2:25][CH2:26][N:27]([CH3:30])[CH2:28][CH2:29]1, predict the reactants needed to synthesize it.